This data is from Reaction yield outcomes from USPTO patents with 853,638 reactions. The task is: Predict the reaction yield, written as a fraction of the theoretical maximum amount of product (1.0 means a 100% yield; for example, 0.34 means a 34% yield). (1) The reactants are [OH:1][CH:2]1[CH2:7][CH2:6][CH2:5][NH:4][CH2:3]1.CCN(CC)CC.[CH3:15][C:16]([O:19][C:20](O[C:20]([O:19][C:16]([CH3:18])([CH3:17])[CH3:15])=[O:21])=[O:21])([CH3:18])[CH3:17]. The catalyst is CCO. The product is [OH:1][CH:2]1[CH2:7][CH2:6][CH2:5][N:4]([C:20]([O:19][C:16]([CH3:18])([CH3:17])[CH3:15])=[O:21])[CH2:3]1. The yield is 0.840. (2) The reactants are [C:1]([C:3]1[CH:4]=[C:5]([CH:10]=[C:11]([O:13][CH2:14][CH2:15][CH3:16])[CH:12]=1)[C:6]([O:8]C)=[O:7])#[N:2].[OH-].[Li+]. The catalyst is CO.O1CCCC1. The product is [C:1]([C:3]1[CH:4]=[C:5]([CH:10]=[C:11]([O:13][CH2:14][CH2:15][CH3:16])[CH:12]=1)[C:6]([OH:8])=[O:7])#[N:2]. The yield is 0.860. (3) The reactants are [CH2:1]([C:4]1[C:8]([CH2:9][CH2:10][CH2:11][OH:12])=[CH:7][N:6]([C:13]2[CH:18]=[CH:17][C:16]([C:19]([F:22])([F:21])[F:20])=[CH:15][N:14]=2)[N:5]=1)[CH2:2][CH3:3].[C:23]([C:25]1[C:26](O)=[C:27]([CH2:31][C:32]([O:34][CH3:35])=[O:33])[CH:28]=[CH:29][CH:30]=1)#[N:24].C(P(CCCC)CCCC)CCC.N(C(N1CCCCC1)=O)=NC(N1CCCCC1)=O. The catalyst is O1CCCC1. The product is [C:23]([C:25]1[C:26]([O:12][CH2:11][CH2:10][CH2:9][C:8]2[C:4]([CH2:1][CH2:2][CH3:3])=[N:5][N:6]([C:13]3[CH:18]=[CH:17][C:16]([C:19]([F:21])([F:20])[F:22])=[CH:15][N:14]=3)[CH:7]=2)=[C:27]([CH2:31][C:32]([O:34][CH3:35])=[O:33])[CH:28]=[CH:29][CH:30]=1)#[N:24]. The yield is 0.710. (4) The reactants are [OH-].C([N+](CCCC)(CCCC)CCCC)CCC.[NH:19]1[CH2:27][CH2:26][CH:22]([C:23]([O-:25])=[O:24])[CH2:21][CH2:20]1.C([N+](CCCC)(CCCC)CCCC)CCC.F[C:46]1[CH:51]=[CH:50][C:49]([N+:52]([O-:54])=[O:53])=[CH:48][CH:47]=1.C(=O)([O-])[O-].[K+].[K+].Cl. The catalyst is CO.CS(C)=O.O. The product is [N+:52]([C:49]1[CH:50]=[CH:51][C:46]([N:19]2[CH2:27][CH2:26][CH:22]([C:23]([OH:25])=[O:24])[CH2:21][CH2:20]2)=[CH:47][CH:48]=1)([O-:54])=[O:53]. The yield is 0.880.